This data is from NCI-60 drug combinations with 297,098 pairs across 59 cell lines. The task is: Regression. Given two drug SMILES strings and cell line genomic features, predict the synergy score measuring deviation from expected non-interaction effect. (1) Drug 1: CC1=CC2C(CCC3(C2CCC3(C(=O)C)OC(=O)C)C)C4(C1=CC(=O)CC4)C. Drug 2: B(C(CC(C)C)NC(=O)C(CC1=CC=CC=C1)NC(=O)C2=NC=CN=C2)(O)O. Cell line: SF-268. Synergy scores: CSS=-3.04, Synergy_ZIP=2.27, Synergy_Bliss=1.69, Synergy_Loewe=-0.325, Synergy_HSA=-2.71. (2) Drug 1: C1=C(C(=O)NC(=O)N1)F. Drug 2: C1CN(CCN1C(=O)CCBr)C(=O)CCBr. Cell line: CCRF-CEM. Synergy scores: CSS=37.8, Synergy_ZIP=-4.84, Synergy_Bliss=-7.33, Synergy_Loewe=-6.99, Synergy_HSA=-4.01. (3) Drug 1: C1CC(=O)NC(=O)C1N2C(=O)C3=CC=CC=C3C2=O. Drug 2: CC1CCCC2(C(O2)CC(NC(=O)CC(C(C(=O)C(C1O)C)(C)C)O)C(=CC3=CSC(=N3)C)C)C. Cell line: CAKI-1. Synergy scores: CSS=30.0, Synergy_ZIP=0.827, Synergy_Bliss=0.416, Synergy_Loewe=-20.5, Synergy_HSA=-0.416. (4) Drug 1: CC1=C2C(C(=O)C3(C(CC4C(C3C(C(C2(C)C)(CC1OC(=O)C(C(C5=CC=CC=C5)NC(=O)OC(C)(C)C)O)O)OC(=O)C6=CC=CC=C6)(CO4)OC(=O)C)OC)C)OC. Drug 2: CC1=CC=C(C=C1)C2=CC(=NN2C3=CC=C(C=C3)S(=O)(=O)N)C(F)(F)F. Cell line: HS 578T. Synergy scores: CSS=65.5, Synergy_ZIP=14.1, Synergy_Bliss=13.6, Synergy_Loewe=-20.5, Synergy_HSA=12.8. (5) Drug 1: COC1=C(C=C2C(=C1)N=CN=C2NC3=CC(=C(C=C3)F)Cl)OCCCN4CCOCC4. Drug 2: C1=NC2=C(N1)C(=S)N=C(N2)N. Cell line: SN12C. Synergy scores: CSS=28.2, Synergy_ZIP=-10.6, Synergy_Bliss=-1.31, Synergy_Loewe=0.105, Synergy_HSA=2.88. (6) Drug 1: C1=NC2=C(N1)C(=S)N=CN2. Drug 2: CC1=C(C(=O)C2=C(C1=O)N3CC4C(C3(C2COC(=O)N)OC)N4)N. Cell line: SR. Synergy scores: CSS=71.9, Synergy_ZIP=-0.432, Synergy_Bliss=-0.850, Synergy_Loewe=-4.11, Synergy_HSA=0.350.